Dataset: Full USPTO retrosynthesis dataset with 1.9M reactions from patents (1976-2016). Task: Predict the reactants needed to synthesize the given product. (1) Given the product [CH2:10]([CH:14]1[CH2:19][CH2:18][N:17]([CH2:20][CH2:21][CH2:22][C:23]([C:2]2[CH:7]=[CH:6][C:5]([CH3:8])=[CH:4][C:3]=2[CH3:9])=[O:29])[CH2:16][CH2:15]1)[CH2:11][CH2:12][CH3:13], predict the reactants needed to synthesize it. The reactants are: I[C:2]1[CH:7]=[CH:6][C:5]([CH3:8])=[CH:4][C:3]=1[CH3:9].[CH2:10]([CH:14]1[CH2:19][CH2:18][N:17]([CH2:20][CH2:21][CH2:22][C:23]#N)[CH2:16][CH2:15]1)[CH2:11][CH2:12][CH3:13].C(Cl)Cl.C[OH:29]. (2) Given the product [CH:26]([C:12]1[N:13]=[C:14]([C:16]2[CH:21]=[CH:20][C:19]([C:22]([F:25])([F:24])[F:23])=[CH:18][CH:17]=2)[S:15][C:11]=1[CH2:10][CH2:9][C:8]([C:5]1[CH:6]=[CH:7][C:2]([O:1][CH2:38][C:39]([O:41][CH2:42][CH3:43])=[O:40])=[C:3]([CH3:30])[CH:4]=1)=[O:29])([CH3:27])[CH3:28], predict the reactants needed to synthesize it. The reactants are: [OH:1][C:2]1[CH:7]=[CH:6][C:5]([C:8](=[O:29])[CH2:9][CH2:10][C:11]2[S:15][C:14]([C:16]3[CH:21]=[CH:20][C:19]([C:22]([F:25])([F:24])[F:23])=[CH:18][CH:17]=3)=[N:13][C:12]=2[CH:26]([CH3:28])[CH3:27])=[CH:4][C:3]=1[CH3:30].C([O-])([O-])=O.[Cs+].[Cs+].Br[CH2:38][C:39]([O:41][CH2:42][CH3:43])=[O:40]. (3) Given the product [ClH:1].[Cl:1][C:2]1[CH:26]=[CH:25][C:24]([C:27]([F:30])([F:29])[F:28])=[CH:23][C:3]=1[C:4]([NH:6][C@H:7]1[CH2:12][CH2:11][C@H:10]([CH2:13][NH:14][C:15]2[CH:20]=[CH:19][C:18]([CH2:21][N:33]([CH3:34])[CH3:32])=[CH:17][N:16]=2)[CH2:9][CH2:8]1)=[O:5], predict the reactants needed to synthesize it. The reactants are: [Cl:1][C:2]1[CH:26]=[CH:25][C:24]([C:27]([F:30])([F:29])[F:28])=[CH:23][C:3]=1[C:4]([NH:6][C@H:7]1[CH2:12][CH2:11][C@H:10]([CH2:13][NH:14][C:15]2[CH:20]=[CH:19][C:18]([CH:21]=O)=[CH:17][N:16]=2)[CH2:9][CH2:8]1)=[O:5].Cl.[CH3:32][NH:33][CH3:34]. (4) Given the product [C:19]([N:18]1[C:7]2[C:6](=[CH:5][C:4]([C:1](=[O:3])[CH3:2])=[C:9]([O:10][CH2:11][C:12]3[CH:17]=[CH:16][CH:15]=[CH:14][CH:13]=3)[CH:8]=2)[C:23]([CH3:24])=[CH:22]1)(=[O:21])[CH3:20], predict the reactants needed to synthesize it. The reactants are: [C:1]([C:4]1[C:9]([O:10][CH2:11][C:12]2[CH:17]=[CH:16][CH:15]=[CH:14][CH:13]=2)=[CH:8][C:7]([N:18]([CH2:22][CH:23]=[CH2:24])[C:19](=[O:21])[CH3:20])=[C:6](Br)[CH:5]=1)(=[O:3])[CH3:2].CC1C=CC=CC=1P(C1C=CC=CC=1C)C1C=CC=CC=1C.C(N(CC)CC)C. (5) Given the product [CH:20]1([CH2:19][N:6]2[C:5]3[C:4]([C:23]([NH2:25])=[O:24])=[CH:3][C:2]([C:31]4[C:27]([CH3:26])=[N:28][O:29][C:30]=4[CH3:35])=[CH:14][C:13]=3[C:12]3[C:7]2=[CH:8][C:9]([C:15]([OH:18])([CH3:16])[CH3:17])=[CH:10][CH:11]=3)[CH2:21][CH2:22]1, predict the reactants needed to synthesize it. The reactants are: Br[C:2]1[CH:3]=[C:4]([C:23]([NH2:25])=[O:24])[C:5]2[N:6]([CH2:19][CH:20]3[CH2:22][CH2:21]3)[C:7]3[C:12]([C:13]=2[CH:14]=1)=[CH:11][CH:10]=[C:9]([C:15]([OH:18])([CH3:17])[CH3:16])[CH:8]=3.[CH3:26][C:27]1[C:31](B(O)O)=[C:30]([CH3:35])[O:29][N:28]=1.P([O-])([O-])([O-])=O.[K+].[K+].[K+]. (6) The reactants are: ClN1C(=O)N(Cl)C(=O)N(Cl)C1=O.[Cl:28][C:25]1[CH:26]=[CH:27][C:22]([S:21][S:21][C:22]2[CH:27]=[CH:26][C:25]([Cl:28])=[CH:24][CH:23]=2)=[CH:23][CH:24]=1.[N+:29]([C:32]1[CH:40]=[CH:39][CH:38]=[C:37]2[C:33]=1[CH:34]=[C:35]([CH3:47])[N:36]2[CH2:41][C:42]([O:44][CH2:45][CH3:46])=[O:43])([O-:31])=[O:30]. Given the product [Cl:28][C:25]1[CH:24]=[CH:23][C:22]([S:21][C:34]2[C:33]3[C:37](=[CH:38][CH:39]=[CH:40][C:32]=3[N+:29]([O-:31])=[O:30])[N:36]([CH2:41][C:42]([O:44][CH2:45][CH3:46])=[O:43])[C:35]=2[CH3:47])=[CH:27][CH:26]=1, predict the reactants needed to synthesize it. (7) Given the product [NH2:23][C:4]1[CH:3]=[C:2]([CH3:1])[CH:7]=[CH:6][C:5]=1[S:8]([NH:11][C:12]1[CH:13]=[CH:14][CH:15]=[C:16]2[C:21]=1[N:20]=[CH:19][C:18]([CH3:22])=[CH:17]2)(=[O:10])=[O:9], predict the reactants needed to synthesize it. The reactants are: [CH3:1][C:2]1[CH:7]=[CH:6][C:5]([S:8]([NH:11][C:12]2[CH:13]=[CH:14][CH:15]=[C:16]3[C:21]=2[N:20]=[CH:19][C:18]([CH3:22])=[CH:17]3)(=[O:10])=[O:9])=[C:4]([N+:23]([O-])=O)[CH:3]=1.O.NN. (8) Given the product [O:3]1[C:7]2[CH:8]=[CH:9][CH:10]=[C:11]([CH:12]3[CH2:17][CH2:16][N:15]([CH2:18][CH2:19][C@H:20]4[CH2:21][CH2:22][C@H:23]([NH:26][C:38](=[O:39])[C:37]5[CH:41]=[CH:42][C:34]([N:31]6[CH2:30][CH2:29][S:28](=[O:43])(=[O:27])[CH2:33][CH2:32]6)=[CH:35][CH:36]=5)[CH2:24][CH2:25]4)[CH2:14][CH2:13]3)[C:6]=2[CH2:5][CH2:4]1, predict the reactants needed to synthesize it. The reactants are: Cl.Cl.[O:3]1[C:7]2[CH:8]=[CH:9][CH:10]=[C:11]([CH:12]3[CH2:17][CH2:16][N:15]([CH2:18][CH2:19][C@H:20]4[CH2:25][CH2:24][C@H:23]([NH2:26])[CH2:22][CH2:21]4)[CH2:14][CH2:13]3)[C:6]=2[CH2:5][CH2:4]1.[O:27]=[S:28]1(=[O:43])[CH2:33][CH2:32][N:31]([C:34]2[CH:42]=[CH:41][C:37]([C:38](O)=[O:39])=[CH:36][CH:35]=2)[CH2:30][CH2:29]1. (9) Given the product [CH:25]1[C:24]2[C:23](=[CH:78][CH:79]=[CH:80][CH:81]=2)[CH:22]=[CH:21][C:20]=1[CH2:19][C@H:18]([NH:17][C:16]([C:58]1[CH:57]=[CH:56][CH:54]=[C:53]2[C:52]=1[N:51]=[CH:50][CH:45]=[CH:46]2)=[O:37])[C:26](=[O:36])[NH:27][CH:28]1[CH2:34][CH2:33][CH2:32][N:31]([S:7]([C:1]2[CH:6]=[CH:5][CH:4]=[CH:3][N:62]=2)(=[O:8])=[O:9])[CH2:30][C:29]1=[O:35], predict the reactants needed to synthesize it. The reactants are: [C:1]1([S:7](Cl)(=[O:9])=[O:8])[CH:6]=[CH:5][CH:4]=[CH:3]C=1.C(O[C:16](=[O:37])[NH:17][C@H:18]([C:26](=[O:36])[NH:27][CH:28]1[CH2:34][CH2:33][CH2:32][NH:31][CH2:30][CH:29]1[OH:35])[CH2:19][C:20]1[CH:25]=[CH:24][CH:23]=[CH:22][CH:21]=1)(C)(C)C.C(OC(=O)N[C@H:45]([C:50](=O)[NH:51][CH:52]1[CH2:58][CH2:57][CH2:56]N[CH2:54][CH:53]1O)[CH2:46]C(C)C)(C)(C)C.[N:62]1C2C(=CC=CC=2C(O)=O)C=CC=1.O1[C:79]2[CH:80]=[CH:81]C(C(O)=O)=C[C:78]=2OC1. (10) Given the product [OH:4][C:5]1[C:13]([O:14][CH3:15])=[CH:12][C:11]([I:16])=[C:10]2[C:6]=1[CH2:7][NH:8][C:9]2=[O:17], predict the reactants needed to synthesize it. The reactants are: COC[O:4][C:5]1[C:13]([O:14][CH3:15])=[CH:12][C:11]([I:16])=[C:10]2[C:6]=1[CH:7](O)[N:8](C(C)(C1C=CC=CC=1)C)[C:9]2=[O:17].FC(F)(F)C(O)=O.C([SiH](CC)CC)C.